From a dataset of Forward reaction prediction with 1.9M reactions from USPTO patents (1976-2016). Predict the product of the given reaction. (1) Given the reactants [CH:1]([C:4]1[CH:9]=[CH:8][C:7]([CH:10]2[C:14]3[C:15]([CH3:28])=[C:16]([NH:20][C:21](=[O:27])[CH2:22][C:23]([CH3:26])([CH3:25])[CH3:24])[C:17]([CH3:19])=[CH:18][C:13]=3[S:12][CH2:11]2)=[CH:6][CH:5]=1)([CH3:3])[CH3:2].CCCCCC.[C:35](OCC)(=[O:37])[CH3:36], predict the reaction product. The product is: [C:35]([C:18]1[C:13]2[S:12][CH2:11][CH:10]([C:7]3[CH:6]=[CH:5][C:4]([CH:1]([CH3:2])[CH3:3])=[CH:9][CH:8]=3)[C:14]=2[C:15]([CH3:28])=[C:16]([NH:20][C:21](=[O:27])[CH2:22][C:23]([CH3:26])([CH3:25])[CH3:24])[C:17]=1[CH3:19])(=[O:37])[CH3:36]. (2) Given the reactants [C:1]([O:5][C:6]([N:8]1[CH2:13][CH2:12][CH:11]([CH2:14][C:15]([OH:17])=O)[CH2:10][CH2:9]1)=[O:7])([CH3:4])([CH3:3])[CH3:2].[CH3:18][Si:19]([CH3:46])([CH3:45])[CH2:20][CH2:21][O:22][CH2:23][N:24]1[CH:28]=[CH:27][N:26]=[C:25]1[CH2:29][NH:30][CH2:31][C:32]1[N:33]([CH2:37][O:38][CH2:39][CH2:40][Si:41]([CH3:44])([CH3:43])[CH3:42])[CH:34]=[CH:35][N:36]=1.C(N=C=NCCCN(C)C)C.ON1C2C=CC=CC=2N=N1, predict the reaction product. The product is: [CH3:18][Si:19]([CH3:46])([CH3:45])[CH2:20][CH2:21][O:22][CH2:23][N:24]1[CH:28]=[CH:27][N:26]=[C:25]1[CH2:29][N:30]([CH2:31][C:32]1[N:33]([CH2:37][O:38][CH2:39][CH2:40][Si:41]([CH3:44])([CH3:43])[CH3:42])[CH:34]=[CH:35][N:36]=1)[C:15](=[O:17])[CH2:14][CH:11]1[CH2:10][CH2:9][N:8]([C:6]([O:5][C:1]([CH3:2])([CH3:3])[CH3:4])=[O:7])[CH2:13][CH2:12]1. (3) Given the reactants Cl[C:2]1[N:7]=[C:6]([NH2:8])[N:5]=[C:4]([NH:9][C:10]2[CH:15]=[CH:14][C:13]([O:16][C:17]3[CH:22]=[CH:21][N:20]=[C:19]4[NH:23][CH:24]=[C:25]([CH3:26])[C:18]=34)=[C:12]([F:27])[CH:11]=2)[CH:3]=1.C(N(CC)CC)C.[H][H], predict the reaction product. The product is: [F:27][C:12]1[CH:11]=[C:10]([NH:9][C:4]2[CH:3]=[CH:2][N:7]=[C:6]([NH2:8])[N:5]=2)[CH:15]=[CH:14][C:13]=1[O:16][C:17]1[CH:22]=[CH:21][N:20]=[C:19]2[NH:23][CH:24]=[C:25]([CH3:26])[C:18]=12. (4) Given the reactants C[Si]([N-][Si](C)(C)C)(C)C.[Na+].[Si:11]([O:18][CH2:19][C:20]([C:23]1[CH:24]=[C:25]([C:30]2[N:35]=[C:34]([CH3:36])[N:33]=[C:32]([NH2:37])[N:31]=2)[C:26](F)=[N:27][CH:28]=1)([CH3:22])[CH3:21])([C:14]([CH3:17])([CH3:16])[CH3:15])([CH3:13])[CH3:12].[F:38][C:39]1[CH:40]=[C:41]([NH2:47])[CH:42]=[N:43][C:44]=1[O:45][CH3:46], predict the reaction product. The product is: [Si:11]([O:18][CH2:19][C:20]([C:23]1[CH:24]=[C:25]([C:30]2[N:35]=[C:34]([CH3:36])[N:33]=[C:32]([NH2:37])[N:31]=2)[C:26]([NH:47][C:41]2[CH:42]=[N:43][C:44]([O:45][CH3:46])=[C:39]([F:38])[CH:40]=2)=[N:27][CH:28]=1)([CH3:21])[CH3:22])([C:14]([CH3:17])([CH3:16])[CH3:15])([CH3:12])[CH3:13]. (5) The product is: [Br:1][C:2]1[CH:3]=[C:4]([CH:17]=[CH:18][CH:19]=1)[NH:5][C:6]1[C:7]2[CH:15]=[C:14]([N:21]([CH3:22])[CH3:20])[N:13]=[CH:12][C:8]=2[N:9]=[CH:10][N:11]=1. Given the reactants [Br:1][C:2]1[CH:3]=[C:4]([CH:17]=[CH:18][CH:19]=1)[NH:5][C:6]1[C:7]2[CH:15]=[C:14](F)[N:13]=[CH:12][C:8]=2[N:9]=[CH:10][N:11]=1.[CH3:20][NH:21][CH3:22], predict the reaction product. (6) Given the reactants [CH3:1][O:2][C:3]1[CH:4]=[C:5]2[C:9](=[CH:10][CH:11]=1)[N:8]([CH2:12][C:13]1[CH:18]=[CH:17][C:16]([CH2:19][O:20][C@H:21]([CH3:30])[C:22](N3CCOCC3)=[O:23])=[CH:15][CH:14]=1)[C:7]([CH3:31])=[C:6]2[C:32]([C:34]1[CH:39]=[CH:38][C:37]([CH3:40])=[CH:36][CH:35]=1)=[O:33].C1C[O:44]CC1.[OH-].[Li+], predict the reaction product. The product is: [CH3:1][O:2][C:3]1[CH:4]=[C:5]2[C:9](=[CH:10][CH:11]=1)[N:8]([CH2:12][C:13]1[CH:18]=[CH:17][C:16]([CH2:19][O:20][C@H:21]([CH3:30])[C:22]([OH:23])=[O:44])=[CH:15][CH:14]=1)[C:7]([CH3:31])=[C:6]2[C:32](=[O:33])[C:34]1[CH:39]=[CH:38][C:37]([CH3:40])=[CH:36][CH:35]=1. (7) Given the reactants [CH3:1][C:2]1(C)[S:6][C@@H:5]2[C@H](NC([C@H](N)C3C=CC=CC=3)=O)C(=O)N2[C@H:3]1C(O)=O.[CH2:25]1[C@H:30]([NH2:31])[C@@H:29]([O:32][C@H:33]2[O:38][C@H:37]([CH2:39][NH2:40])[C@@H:36]([OH:41])[C@H:35]([OH:42])[C@H:34]2[OH:43])[C@H:28]([OH:44])[C@@H:27]([O:45][C@H:46]2[O:51][C@H:50]([CH2:52][OH:53])[C@@H:49]([OH:54])[C@H:48]([NH2:55])[C@H:47]2[OH:56])[C@@H:26]1[NH2:57].[O:58]=[CH:59][C@@H:60]([C@H:62]([C@H:64]([CH2:66][OH:67])[OH:65])[OH:63])[OH:61], predict the reaction product. The product is: [CH2:25]1[C@H:30]([NH2:31])[C@@H:29]([O:32][C@H:33]2[O:38][C@H:37]([CH2:39][NH2:40])[C@@H:36]([OH:41])[C@H:35]([OH:42])[C@H:34]2[OH:43])[C@H:28]([OH:44])[C@@H:27]([O:45][C@H:46]2[O:51][C@H:50]([CH2:52][OH:53])[C@@H:49]([OH:54])[C@H:48]([NH2:55])[C@H:47]2[OH:56])[C@@H:26]1[NH2:57].[CH3:1][CH:2]([S:6][C@@H:5]1[O:61][C@H:60]([CH2:59][OH:58])[C@H:62]([OH:63])[C@H:64]([OH:65])[C@H:66]1[OH:67])[CH3:3].